Task: Regression/Classification. Given a drug SMILES string, predict its absorption, distribution, metabolism, or excretion properties. Task type varies by dataset: regression for continuous measurements (e.g., permeability, clearance, half-life) or binary classification for categorical outcomes (e.g., BBB penetration, CYP inhibition). Dataset: b3db_classification.. Dataset: Blood-brain barrier permeability classification from the B3DB database (1) The drug is CC#CC(=O)N1CCC[C@H]1c1nc(-c2ccc(C(=O)Nc3ccccn3)cc2)c2c(N)nccn12. The result is 0 (does not penetrate BBB). (2) The compound is COC(C(=O)C(O)C(C)O)C1Cc2cc3cc(OC4CC(OC5CC(O)C(O)C(C)O5)C(O)C(C)O4)c(C)c(O)c3c(O)c2C(=O)C1OC1CC(OC2CC(OC3CC(C)(O)C(O)C(C)O3)C(O)C(C)O2)C(O)C(C)O1. The result is 1 (penetrates BBB). (3) The drug is CN(C)CC[C@@]1(C)OCCC2=C1Cc1ccccc12. The result is 1 (penetrates BBB). (4) The drug is C=C1c2cccc(O)c2C(O)=C2C(=O)[C@]3(O)C(O)=C(C(N)=O)C(=O)[C@@H](N(C)C)[C@@H]3[C@@H](O)[C@H]12. The result is 0 (does not penetrate BBB). (5) The compound is C=CCN1C(=O)[C@H](CC(C)C)NC1=S. The result is 1 (penetrates BBB). (6) The molecule is C=CCC1(O)CCC2C3CCC4=CCCCC4C3CCC21C. The result is 0 (does not penetrate BBB).